This data is from Forward reaction prediction with 1.9M reactions from USPTO patents (1976-2016). The task is: Predict the product of the given reaction. (1) Given the reactants [NH2:1][C:2]1[CH:3]=[C:4]2[C:8](=[CH:9][CH:10]=1)[N:7]([CH3:11])[C:6](=[O:12])[CH2:5]2.[C:13]([O:17][C:18](=[O:24])[NH:19][CH2:20][C@H:21]1[CH2:23][O:22]1)([CH3:16])([CH3:15])[CH3:14].FC(F)(F)S([O-])(=O)=O.[Li+], predict the reaction product. The product is: [C:13]([O:17][C:18](=[O:24])[NH:19][CH2:20][C@H:21]([OH:22])[CH2:23][NH:1][C:2]1[CH:3]=[C:4]2[C:8](=[CH:9][CH:10]=1)[N:7]([CH3:11])[C:6](=[O:12])[CH2:5]2)([CH3:15])([CH3:14])[CH3:16]. (2) Given the reactants [Cl:1][C:2]1[CH:3]=[C:4]([N+:16]([O-])=O)[C:5]2[O:9][C:8]([C:10]([O:12][CH2:13][CH3:14])=[O:11])=[CH:7][C:6]=2[CH:15]=1.[H][H], predict the reaction product. The product is: [ClH:1].[NH2:16][C:4]1[C:5]2[O:9][C:8]([C:10]([O:12][CH2:13][CH3:14])=[O:11])=[CH:7][C:6]=2[CH:15]=[C:2]([Cl:1])[CH:3]=1. (3) Given the reactants [F:1][C:2]1[CH:10]=[CH:9][CH:8]=[C:7]2[C:3]=1[CH2:4][CH2:5][N:6]2[C:11](=[O:21])[CH2:12][C:13]1[NH:18][C:17](=[O:19])[CH:16]=[C:15](Cl)[N:14]=1.[CH3:22][O:23][C:24]1[CH:29]=[C:28](B2OC(C)(C)C(C)(C)O2)[CH:27]=[CH:26][N:25]=1, predict the reaction product. The product is: [F:1][C:2]1[CH:10]=[CH:9][CH:8]=[C:7]2[C:3]=1[CH2:4][CH2:5][N:6]2[C:11](=[O:21])[CH2:12][C:13]1[NH:18][C:17](=[O:19])[CH:16]=[C:15]([C:28]2[CH:27]=[CH:26][N:25]=[C:24]([O:23][CH3:22])[CH:29]=2)[N:14]=1. (4) Given the reactants COC1C=C(C(N2CC3C(=CC=CC=3)C2=O)CC(N)=O)C=CC=1OC.[CH3:26][O:27][C:28]1[CH:29]=[C:30]([C@@H:36]([N:41]2CC3C(=CC=CC=3)C2=O)[CH2:37][C:38]([OH:40])=[O:39])[CH:31]=[CH:32][C:33]=1[O:34][CH3:35], predict the reaction product. The product is: [NH2:41][C@H:36]([C:30]1[CH:31]=[CH:32][C:33]([O:34][CH3:35])=[C:28]([O:27][CH3:26])[CH:29]=1)[CH2:37][C:38]([OH:40])=[O:39]. (5) Given the reactants CO[CH2:3][O:4][C:5]1[CH:6]=[C:7]([C:15]2[N:19]=[CH:18][N:17](/[CH:20]=[CH:21]\[C:22]([O:24][CH:25]([CH3:27])[CH3:26])=[O:23])[N:16]=2)[CH:8]=[C:9]([C:11]([F:14])([F:13])[F:12])[CH:10]=1.OS([O-])(=O)=O.[Na+].[C:34]([O:37][CH2:38][CH3:39])(=[O:36])[CH3:35].[CH3:40]CCCCC, predict the reaction product. The product is: [CH:25]([O:24][C:22](=[O:23])/[CH:21]=[CH:20]\[N:17]1[CH:18]=[N:19][C:15]([C:7]2[CH:6]=[C:5]([CH:10]=[C:9]([C:11]([F:14])([F:13])[F:12])[CH:8]=2)[O:4]/[CH:3]=[CH:35]/[C:34]([O:37][CH:38]([CH3:40])[CH3:39])=[O:36])=[N:16]1)([CH3:26])[CH3:27]. (6) Given the reactants [CH3:1][C:2]1([CH3:14])[C:10]2[C:5](=[CH:6][C:7]([N+:11]([O-:13])=[O:12])=[CH:8][CH:9]=2)[NH:4][CH2:3]1.[C:15]([O:19][C:20]([N:22]1[CH2:27][CH2:26][CH:25]([CH2:28]Br)[CH2:24][CH2:23]1)=[O:21])([CH3:18])([CH3:17])[CH3:16].CC(C)([O-])C.[K+], predict the reaction product. The product is: [C:15]([O:19][C:20]([N:22]1[CH2:27][CH2:26][CH:25]([CH2:28][N:4]2[C:5]3[C:10](=[CH:9][CH:8]=[C:7]([N+:11]([O-:13])=[O:12])[CH:6]=3)[C:2]([CH3:14])([CH3:1])[CH2:3]2)[CH2:24][CH2:23]1)=[O:21])([CH3:18])([CH3:16])[CH3:17].